From a dataset of Forward reaction prediction with 1.9M reactions from USPTO patents (1976-2016). Predict the product of the given reaction. (1) Given the reactants F[P-](F)(F)(F)(F)F.N1(OC(N(C)C)=[N+](C)C)C2N=CC=CC=2N=N1.[O:25]1[CH2:30][CH2:29][CH2:28][CH2:27][CH:26]1[O:31][CH2:32][CH2:33][C:34]([OH:36])=O.C(N(C(C)C)C(C)C)C.[C:46]([C:50]1[O:54][C:53]([C:55]2[C:56]([NH2:73])=[N:57][CH:58]=[C:59]([C:61]3[N:65]([CH3:66])[N:64]=[C:63]([CH:67]4[CH2:72][CH2:71][NH:70][CH2:69][CH2:68]4)[N:62]=3)[N:60]=2)=[N:52][N:51]=1)([CH3:49])([CH3:48])[CH3:47], predict the reaction product. The product is: [NH2:73][C:56]1[N:57]=[CH:58][C:59]([C:61]2[N:65]([CH3:66])[N:64]=[C:63]([CH:67]3[CH2:72][CH2:71][N:70]([C:34](=[O:36])[CH2:33][CH2:32][O:31][CH:26]4[CH2:27][CH2:28][CH2:29][CH2:30][O:25]4)[CH2:69][CH2:68]3)[N:62]=2)=[N:60][C:55]=1[C:53]1[O:54][C:50]([C:46]([CH3:49])([CH3:47])[CH3:48])=[N:51][N:52]=1. (2) The product is: [OH:4][CH2:3][C@@H:2]([N:1]1[C:11](=[O:12])[C:19]2[C:14](=[CH:15][CH:16]=[CH:17][CH:18]=2)[C:13]1=[O:20])[C:5]1[CH:10]=[CH:9][CH:8]=[CH:7][CH:6]=1. Given the reactants [NH2:1][C@@H:2]([C:5]1[CH:10]=[CH:9][CH:8]=[CH:7][CH:6]=1)[CH2:3][OH:4].[C:11]1(=O)[C:19]2[C:14](=[CH:15][CH:16]=[CH:17][CH:18]=2)[C:13](=[O:20])[O:12]1, predict the reaction product. (3) Given the reactants [CH3:1][O:2][C:3]1[CH:8]=[CH:7][C:6]([S:9](Cl)(=[O:11])=[O:10])=[CH:5][CH:4]=1.[CH3:13][O:14][C:15]1[CH:21]=[CH:20][C:18]([NH2:19])=[CH:17][CH:16]=1.C(N(CC)CC)C, predict the reaction product. The product is: [CH3:13][O:14][C:15]1[CH:21]=[CH:20][C:18]([NH:19][S:9]([C:6]2[CH:7]=[CH:8][C:3]([O:2][CH3:1])=[CH:4][CH:5]=2)(=[O:11])=[O:10])=[CH:17][CH:16]=1. (4) Given the reactants [F:1][C:2]([F:21])([F:20])[CH2:3][CH2:4][NH:5][C:6](=[O:19])[C:7]1[CH:12]=[C:11]([N+:13]([O-:15])=[O:14])[C:10]([NH:16][CH3:17])=[CH:9][C:8]=1Cl.[F:22][C:23]([F:31])([F:30])[CH:24]1[CH2:29][CH2:28][NH:27][CH2:26][CH2:25]1.Cl.CCN(C(C)C)C(C)C, predict the reaction product. The product is: [F:1][C:2]([F:21])([F:20])[CH2:3][CH2:4][NH:5][C:6](=[O:19])[C:7]1[CH:12]=[C:11]([N+:13]([O-:15])=[O:14])[C:10]([NH:16][CH3:17])=[CH:9][C:8]=1[N:27]1[CH2:28][CH2:29][CH:24]([C:23]([F:31])([F:30])[F:22])[CH2:25][CH2:26]1. (5) Given the reactants [Cl:1][C:2]1[C:3]2[C:10](I)=[CH:9][N:8]([C@H:12]3[CH2:17][CH2:16][C@H:15]([N:18]4[CH2:23][CH2:22][N:21]([CH3:24])[CH2:20][CH2:19]4)[CH2:14][CH2:13]3)[C:4]=2[N:5]=[CH:6][N:7]=1.[CH3:25][O:26][C:27]1[CH:28]=[C:29](B2OC(C)(C)C(C)(C)O2)[CH:30]=[CH:31][C:32]=1[O:33][C:34]1[CH:39]=[CH:38][CH:37]=[CH:36][CH:35]=1.ClC1C2C(C3C=CC(OC4C=CC=CC=4)=C(C=3)C#N)=CN([C@H]3CC[C@H](N4CCN(C)CC4)CC3)C=2N=CN=1.CO[C@@H]1[C@@H](C(OC)=O)[C@@H]2[C@@H](CN3[C@H](C2)C2NC4C=C(OC)C=CC=4C=2CC3)C[C@H]1OC(C1C=C(OC)C(OC)=C(OC)C=1)=O, predict the reaction product. The product is: [Cl:1][C:2]1[C:3]2[C:10]([C:29]3[CH:30]=[CH:31][C:32]([O:33][C:34]4[CH:35]=[CH:36][CH:37]=[CH:38][CH:39]=4)=[C:27]([O:26][CH3:25])[CH:28]=3)=[CH:9][N:8]([C@H:12]3[CH2:17][CH2:16][C@H:15]([N:18]4[CH2:23][CH2:22][NH:21][CH2:24][CH:19]4[CH3:20])[CH2:14][CH2:13]3)[C:4]=2[N:5]=[CH:6][N:7]=1. (6) Given the reactants [NH2:1][CH2:2][CH:3]1[CH2:8][CH2:7][C:6]2[C:9]3[C:14]([NH:15][C:16]4[CH:25]=[CH:24][C:19]5[NH:20][C:21](=[O:23])[S:22][C:18]=5[CH:17]=4)=[N:13][CH:12]=[N:11][C:10]=3[S:26][C:5]=2[CH2:4]1.[OH:27][CH:28]([CH3:32])[C:29](O)=[O:30], predict the reaction product. The product is: [OH:27][CH:28]([CH3:32])[C:29]([NH:1][CH2:2][CH:3]1[CH2:8][CH2:7][C:6]2[C:9]3[C:14]([NH:15][C:16]4[CH:25]=[CH:24][C:19]5[NH:20][C:21](=[O:23])[S:22][C:18]=5[CH:17]=4)=[N:13][CH:12]=[N:11][C:10]=3[S:26][C:5]=2[CH2:4]1)=[O:30]. (7) Given the reactants [CH3:1][O:2][CH2:3][CH2:4][CH2:5][O:6][C:7]1[CH:12]=[C:11](C)[CH:10]=[CH:9][C:8]=1[CH2:14]O.C[Si](C)(C)[Br:18], predict the reaction product. The product is: [Br:18][CH2:14][C:8]1[CH:9]=[CH:10][CH:11]=[CH:12][C:7]=1[O:6][CH2:5][CH2:4][CH2:3][O:2][CH3:1].